This data is from Forward reaction prediction with 1.9M reactions from USPTO patents (1976-2016). The task is: Predict the product of the given reaction. Given the reactants [F:1][C:2]([F:26])([F:25])[CH2:3][NH:4][C:5]([C:7]1([CH2:20][CH2:21][CH2:22][CH2:23]Br)[C:19]2[CH:18]=[CH:17][CH:16]=[CH:15][C:14]=2[C:13]2[C:8]1=[CH:9][CH:10]=[CH:11][CH:12]=2)=[O:6].[Cl:27][C:28]1[CH:29]=[C:30]2[C:35](=[CH:36][CH:37]=1)[N:34]=[C:33]([N:38]1[CH2:44][CH2:43][CH2:42][NH:41][CH2:40][CH2:39]1)[CH:32]=[CH:31]2, predict the reaction product. The product is: [F:1][C:2]([F:26])([F:25])[CH2:3][NH:4][C:5]([C:7]1([CH2:20][CH2:21][CH2:22][CH2:23][N:41]2[CH2:42][CH2:43][CH2:44][N:38]([C:33]3[CH:32]=[CH:31][C:30]4[C:35](=[CH:36][CH:37]=[C:28]([Cl:27])[CH:29]=4)[N:34]=3)[CH2:39][CH2:40]2)[C:19]2[CH:18]=[CH:17][CH:16]=[CH:15][C:14]=2[C:13]2[C:8]1=[CH:9][CH:10]=[CH:11][CH:12]=2)=[O:6].